Predict the reaction yield, written as a fraction of the theoretical maximum amount of product (1.0 means a 100% yield; for example, 0.34 means a 34% yield). From a dataset of Buchwald-Hartwig C-N cross coupling reaction yields with 55,370 reactions. (1) The reactants are Ic1cccnc1.Cc1ccc(N)cc1.O=S(=O)(O[Pd]1c2ccccc2-c2ccccc2N~1)C(F)(F)F.CC(C)c1cc(C(C)C)c(-c2ccccc2P(C2CCCCC2)C2CCCCC2)c(C(C)C)c1.CN1CCCN2CCCN=C12.CCOC(=O)c1cc(C)on1. No catalyst specified. The product is Cc1ccc(Nc2cccnc2)cc1. The yield is 0.473. (2) The reactants are COc1ccc(Br)cc1.Cc1ccc(N)cc1.O=S(=O)(O[Pd]1c2ccccc2-c2ccccc2N~1)C(F)(F)F.CC(C)c1cc(C(C)C)c(-c2ccccc2P(C(C)(C)C)C(C)(C)C)c(C(C)C)c1.CCN=P(N=P(N(C)C)(N(C)C)N(C)C)(N(C)C)N(C)C.CCOC(=O)c1cnoc1. No catalyst specified. The product is COc1ccc(Nc2ccc(C)cc2)cc1. The yield is 0.0462. (3) No catalyst specified. The yield is 0.570. The reactants are Clc1ccccn1.Cc1ccc(N)cc1.O=S(=O)(O[Pd]1c2ccccc2-c2ccccc2N~1)C(F)(F)F.CC(C)c1cc(C(C)C)c(-c2ccccc2P(C(C)(C)C)C(C)(C)C)c(C(C)C)c1.CN(C)C(=NC(C)(C)C)N(C)C.Fc1cccc(F)c1-c1ccno1. The product is Cc1ccc(Nc2ccccn2)cc1.